Task: Predict which catalyst facilitates the given reaction.. Dataset: Catalyst prediction with 721,799 reactions and 888 catalyst types from USPTO Reactant: [C:1]1([C:7]([C:18]2[CH:23]=[CH:22][CH:21]=[CH:20][CH:19]=2)([C:12]2[CH:17]=[CH:16][CH:15]=[CH:14][CH:13]=2)[S:8][CH2:9][CH2:10][NH2:11])[CH:6]=[CH:5][CH:4]=[CH:3][CH:2]=1.C(N(CC)CC)C.[Cl:31][CH2:32][C:33](Cl)=[O:34]. Product: [C:1]1([C:7]([C:18]2[CH:23]=[CH:22][CH:21]=[CH:20][CH:19]=2)([C:12]2[CH:13]=[CH:14][CH:15]=[CH:16][CH:17]=2)[S:8][CH2:9][CH2:10][NH:11][C:33](=[O:34])[CH2:32][Cl:31])[CH:2]=[CH:3][CH:4]=[CH:5][CH:6]=1. The catalyst class is: 526.